The task is: Regression. Given a peptide amino acid sequence and an MHC pseudo amino acid sequence, predict their binding affinity value. This is MHC class II binding data.. This data is from Peptide-MHC class II binding affinity with 134,281 pairs from IEDB. The peptide sequence is EKKYFAATQFEPLAT. The MHC is DRB1_1001 with pseudo-sequence DRB1_1001. The binding affinity (normalized) is 0.532.